Dataset: Forward reaction prediction with 1.9M reactions from USPTO patents (1976-2016). Task: Predict the product of the given reaction. (1) Given the reactants [Cl:1][C:2]1[CH:7]=[CH:6][C:5]([C:8]2[CH:12]=[CH:11][NH:10][N:9]=2)=[CH:4][C:3]=1[CH2:13][NH:14][CH:15]=[O:16].CN[C@@H]1CCCC[C@H]1NC.C(=O)([O-])[O-].[K+].[K+].I[C:34]1[CH:35]=[CH:36][C:37]2[O:42][CH2:41][CH2:40][CH2:39][C:38]=2[CH:43]=1, predict the reaction product. The product is: [Cl:1][C:2]1[CH:7]=[CH:6][C:5]([C:8]2[CH:12]=[CH:11][N:10]([C:34]3[CH:35]=[CH:36][C:37]4[O:42][CH2:41][CH2:40][CH2:39][C:38]=4[CH:43]=3)[N:9]=2)=[CH:4][C:3]=1[CH2:13][NH:14][CH:15]=[O:16]. (2) Given the reactants [NH2:1][C:2]1[CH:7]=[CH:6][CH:5]=[CH:4][CH:3]=1.[NH2:8][C:9]1[N:14]=[C:13](Cl)[CH:12]=[C:11]([CH3:16])[N:10]=1.Cl.[OH-].[K+], predict the reaction product. The product is: [C:2]1([NH:1][C:13]2[CH:12]=[C:11]([CH3:16])[N:10]=[C:9]([NH2:8])[N:14]=2)[CH:7]=[CH:6][CH:5]=[CH:4][CH:3]=1. (3) Given the reactants [CH2:1]([C:5]1[N:6]=[C:7]([C:22]2[CH:27]=[CH:26][C:25]([C:28]([F:31])([F:30])[F:29])=[CH:24][CH:23]=2)[S:8][C:9]=1[CH2:10][N:11]1[C:15]2=[N:16][CH:17]=[C:18]([O:20]C)[CH:19]=[C:14]2[CH:13]=[CH:12]1)[CH2:2][CH2:3][CH3:4].C(OCC)(=O)C, predict the reaction product. The product is: [CH2:1]([C:5]1[N:6]=[C:7]([C:22]2[CH:27]=[CH:26][C:25]([C:28]([F:30])([F:29])[F:31])=[CH:24][CH:23]=2)[S:8][C:9]=1[CH2:10][N:11]1[C:15]2=[N:16][CH:17]=[C:18]([OH:20])[CH:19]=[C:14]2[CH:13]=[CH:12]1)[CH2:2][CH2:3][CH3:4]. (4) Given the reactants [Cl:1][C:2]1[CH:7]=[CH:6][C:5]([CH:8]([OH:36])[C:9]2[C:17]3[C:12](=[N:13][CH:14]=[C:15]([NH:18][C:19](=[O:35])[C:20]4[C:25]([F:26])=[CH:24][CH:23]=[C:22]([NH:27][S:28]([CH2:31][CH2:32][CH3:33])(=[O:30])=[O:29])[C:21]=4[F:34])[CH:16]=3)[NH:11][CH:10]=2)=[CH:4][CH:3]=1, predict the reaction product. The product is: [Cl:1][C:2]1[CH:3]=[CH:4][C:5]([C:8]([C:9]2[C:17]3[C:12](=[N:13][CH:14]=[C:15]([NH:18][C:19](=[O:35])[C:20]4[C:25]([F:26])=[CH:24][CH:23]=[C:22]([NH:27][S:28]([CH2:31][CH2:32][CH3:33])(=[O:30])=[O:29])[C:21]=4[F:34])[CH:16]=3)[NH:11][CH:10]=2)=[O:36])=[CH:6][CH:7]=1. (5) Given the reactants [NH2:1][C:2]1([CH2:6][NH:7][C:8]2[C:17]3[C:12](=[CH:13][CH:14]=[C:15]([CH3:18])[CH:16]=3)[N:11]=[C:10]([N:19]3[CH2:25][C:24]4[CH:26]=[CH:27][CH:28]=[C:29](F)[C:23]=4[S:22](=[O:32])(=[O:31])[CH2:21][CH2:20]3)[CH:9]=2)[CH2:5][O:4][CH2:3]1.[CH3:33][O-:34].[Na+], predict the reaction product. The product is: [NH2:1][C:2]1([CH2:6][NH:7][C:8]2[C:17]3[C:12](=[CH:13][CH:14]=[C:15]([CH3:18])[CH:16]=3)[N:11]=[C:10]([N:19]3[CH2:25][C:24]4[CH:26]=[CH:27][CH:28]=[C:29]([O:34][CH3:33])[C:23]=4[S:22](=[O:32])(=[O:31])[CH2:21][CH2:20]3)[CH:9]=2)[CH2:5][O:4][CH2:3]1. (6) Given the reactants Cl[C:2]1[N:7]=[C:6](Cl)[C:5](F)=[CH:4][N:3]=1.[Cl:10][C:11]1[CH:12]=[C:13]([CH:15]=[CH:16][C:17]=1[F:18])[NH2:14], predict the reaction product. The product is: [Cl:10][C:11]1[CH:12]=[C:13]([NH:14][C:2]2[N:7]=[C:6]([NH:14][C:13]3[CH:15]=[CH:16][C:17]([F:18])=[C:11]([Cl:10])[CH:12]=3)[CH:5]=[CH:4][N:3]=2)[CH:15]=[CH:16][C:17]=1[F:18]. (7) The product is: [CH3:2][C:1]([N:10]1[CH2:25][CH2:24][C:23](=[O:26])[CH2:22][CH2:21]1)([C:4]1[CH:9]=[CH:8][CH:7]=[CH:6][CH:5]=1)[CH3:3]. Given the reactants [C:1]([NH2:10])([C:4]1[CH:9]=[CH:8][CH:7]=[CH:6][CH:5]=1)([CH3:3])[CH3:2].C(=O)([O-])[O-].[K+].[K+].[I-].C([N+]1(C)[CH2:25][CH2:24][C:23](=[O:26])[CH2:22][CH2:21]1)C, predict the reaction product.